The task is: Predict the reactants needed to synthesize the given product.. This data is from Full USPTO retrosynthesis dataset with 1.9M reactions from patents (1976-2016). (1) Given the product [NH:22]([C:29]1[S:30][C:31]([CH2:35][N:14]2[CH2:15][C:12]3([CH2:16][C:9]([N:6]4[CH2:7][CH2:8][C:3]([CH3:2])([C:17]([OH:19])=[O:18])[CH2:4][CH2:5]4)=[N:10][O:11]3)[CH2:13]2)=[C:32]([Cl:34])[N:33]=1)[C:23]1[CH:28]=[CH:27][CH:26]=[CH:25][CH:24]=1, predict the reactants needed to synthesize it. The reactants are: Cl.[CH3:2][C:3]1([C:17]([O:19]CC)=[O:18])[CH2:8][CH2:7][N:6]([C:9]2[CH2:16][C:12]3([CH2:15][NH:14][CH2:13]3)[O:11][N:10]=2)[CH2:5][CH2:4]1.[NH:22]([C:29]1[S:30][C:31]([CH:35]=O)=[C:32]([Cl:34])[N:33]=1)[C:23]1[CH:28]=[CH:27][CH:26]=[CH:25][CH:24]=1. (2) Given the product [F:20][C:17]([F:18])([F:19])[C:12]([C:3]1[CH:4]=[CH:5][C:6]2[C:11](=[CH:10][CH:9]=[CH:8][CH:7]=2)[C:2]=1[NH:1][C:22](=[O:25])[CH2:23][CH3:24])([OH:21])[C:13]([F:14])([F:15])[F:16], predict the reactants needed to synthesize it. The reactants are: [NH2:1][C:2]1[C:11]2[C:6](=[CH:7][CH:8]=[CH:9][CH:10]=2)[CH:5]=[CH:4][C:3]=1[C:12]([OH:21])([C:17]([F:20])([F:19])[F:18])[C:13]([F:16])([F:15])[F:14].[C:22](O[C:22](=[O:25])[CH2:23][CH3:24])(=[O:25])[CH2:23][CH3:24]. (3) Given the product [NH2:38][C:33]1[NH:34][N:35]=[C:36]([CH3:37])[C:32]=1[C:30]1[S:31][C:27]2[CH:26]=[C:25]([S:17]([NH2:39])(=[O:19])=[O:18])[CH:24]=[C:23]([F:22])[C:28]=2[N:29]=1, predict the reactants needed to synthesize it. The reactants are: NC1NN=C(C)C=1C1SC2C([S:17](Cl)(=[O:19])=[O:18])=CC=C(F)C=2N=1.[F:22][C:23]1[C:28]2[N:29]=[C:30]([C:32]3[C:36]([CH3:37])=[N:35][NH:34][C:33]=3[NH2:38])[S:31][C:27]=2[CH:26]=[CH:25][CH:24]=1.[NH3:39]. (4) The reactants are: [Cl:1][C:2]1[C:10]([F:11])=[CH:9][CH:8]=[C:7]([F:12])[C:3]=1[CH:4]=[N:5][OH:6].[CH2:13]1C(=O)N(Cl)[C:15](=[O:16])[CH2:14]1.C(O)C#C.CCN(CC)CC. Given the product [Cl:1][C:2]1[C:10]([F:11])=[CH:9][CH:8]=[C:7]([F:12])[C:3]=1[C:4]1[CH:13]=[C:14]([CH2:15][OH:16])[O:6][N:5]=1, predict the reactants needed to synthesize it. (5) Given the product [Cl:16][C:15]1[CH:14]=[CH:13][C:12]([NH:17][C:28]([NH:27][C:22]2[CH:23]=[CH:24][CH:25]=[CH:26][C:21]=2[Cl:20])=[S:29])=[C:11]([OH:18])[C:10]=1[S:7]([N:6]([CH3:19])[CH3:5])(=[O:9])=[O:8], predict the reactants needed to synthesize it. The reactants are: NC(N)=S.[CH3:5][N:6]([CH3:19])[S:7]([C:10]1[C:15]([Cl:16])=[CH:14][CH:13]=[C:12]([NH2:17])[C:11]=1[OH:18])(=[O:9])=[O:8].[Cl:20][C:21]1[CH:26]=[CH:25][CH:24]=[CH:23][C:22]=1[N:27]=[C:28]=[S:29]. (6) Given the product [C:1]([O:5][C:6](=[O:24])[NH:7][C:8]1[CH:13]=[CH:12][C:11]([C:14]#[C:15][C:16]2[CH:21]=[CH:20][CH:19]=[CH:18][C:17]=2[F:22])=[CH:10][C:9]=1[NH:23][C:38](=[O:39])[CH2:37][C:36]([C:32]1[CH:33]=[CH:34][CH:35]=[C:30]([N:25]2[CH:29]=[CH:28][N:27]=[CH:26]2)[CH:31]=1)=[O:41])([CH3:4])([CH3:2])[CH3:3], predict the reactants needed to synthesize it. The reactants are: [C:1]([O:5][C:6](=[O:24])[NH:7][C:8]1[CH:13]=[CH:12][C:11]([C:14]#[C:15][C:16]2[CH:21]=[CH:20][CH:19]=[CH:18][C:17]=2[F:22])=[CH:10][C:9]=1[NH2:23])([CH3:4])([CH3:3])[CH3:2].[N:25]1([C:30]2[CH:31]=[C:32]([C:36]3[O:41]C(C)(C)[O:39][C:38](=O)[CH:37]=3)[CH:33]=[CH:34][CH:35]=2)[CH:29]=[CH:28][N:27]=[CH:26]1.